This data is from Reaction yield outcomes from USPTO patents with 853,638 reactions. The task is: Predict the reaction yield, written as a fraction of the theoretical maximum amount of product (1.0 means a 100% yield; for example, 0.34 means a 34% yield). (1) The reactants are [Br:1][C:2]1=[C:3]([Br:9])[C:4]([O:6][C:7]1=[O:8])=O.FC(F)(F)C([O-])=O.[O:17]=[C:18]1[NH:22][CH:21]2[CH:23]([CH2:26][CH2:27][CH2:28][CH2:29][C:30]([NH:32][CH2:33][CH2:34][O:35][CH2:36][CH2:37][O:38][CH2:39][CH2:40][NH3+:41])=[O:31])[S:24][CH2:25][CH:20]2[NH:19]1.C1(C)C=CC=CC=1.CO.C(Cl)Cl. The catalyst is CC(O)=O. The product is [Br:9][C:3]1[C:4](=[O:6])[N:41]([CH2:40][CH2:39][O:38][CH2:37][CH2:36][O:35][CH2:34][CH2:33][NH:32][C:30](=[O:31])[CH2:29][CH2:28][CH2:27][CH2:26][CH:23]2[CH:21]3[NH:22][C:18](=[O:17])[NH:19][CH:20]3[CH2:25][S:24]2)[C:7](=[O:8])[C:2]=1[Br:1]. The yield is 0.480. (2) The yield is 0.580. The reactants are C(C1COC(=O)N1[C:14](=[O:51])[CH:15]([C:20]1[CH:21]=[C:22]([C:41]2[CH:46]=[CH:45][C:44]([C:47]([F:50])([F:49])[F:48])=[CH:43][CH:42]=2)[CH:23]=[C:24]([NH:26][C:27]2[CH:32]=[C:31]([C:33]([F:36])([F:35])[F:34])[CH:30]=[CH:29][C:28]=2[C:37]([F:40])([F:39])[F:38])[CH:25]=1)[CH2:16][CH:17]([CH3:19])[CH3:18])C1C=CC=CC=1.O[Li].[OH2:54].OO.[O-]S([O-])=O.[Na+].[Na+]. The product is [F:38][C:37]([F:39])([F:40])[C:28]1[CH:29]=[CH:30][C:31]([C:33]([F:36])([F:34])[F:35])=[CH:32][C:27]=1[NH:26][C:24]1[CH:25]=[C:20]([C@@H:15]([CH2:16][CH:17]([CH3:19])[CH3:18])[C:14]([OH:51])=[O:54])[CH:21]=[C:22]([C:41]2[CH:42]=[CH:43][C:44]([C:47]([F:48])([F:49])[F:50])=[CH:45][CH:46]=2)[CH:23]=1. The catalyst is C1COCC1.O. (3) The reactants are [F:1][C:2]([F:22])([O:6][C:7]1[CH:8]=[C:9]([CH2:13][NH:14][C:15]2[CH:16]=[C:17]([OH:21])[CH:18]=[CH:19][CH:20]=2)[CH:10]=[CH:11][CH:12]=1)[CH:3]([F:5])[F:4].[F:23][C:24]([F:30])([F:29])S([O-])(=O)=O.[Yb+3].[F:32][C:33]([F:39])([F:38])S([O-])(=O)=O.FC(F)(F)S([O-])(=O)=O. The catalyst is C(#N)C.O.C(OCC)C. The product is [F:1][C:2]([F:22])([O:6][C:7]1[CH:8]=[C:9]([CH2:13][N:14]([C:15]2[CH:20]=[CH:19][CH:18]=[C:17]([O:21][CH2:13][C:9]3[CH:10]=[CH:11][CH:12]=[C:7]([C:33]([F:39])([F:38])[F:32])[CH:8]=3)[CH:16]=2)[CH2:3][C@@H:2]([OH:6])[C:24]([F:30])([F:29])[F:23])[CH:10]=[CH:11][CH:12]=1)[CH:3]([F:4])[F:5]. The yield is 0.810. (4) The reactants are [F:1][C:2]1[C:7]([C:8]([F:11])([F:10])[F:9])=[CH:6][CH:5]=[CH:4][C:3]=1[CH2:12][C:13]1[N:14]=[C:15]2[S:22][C:21]([CH3:23])=[C:20]([C:24]([NH2:26])=O)[N:16]2[C:17](=[O:19])[CH:18]=1.COC(OC)[N:30]([CH3:32])C.C(O)(=O)C.[NH2:39]N. No catalyst specified. The product is [F:1][C:2]1[C:7]([C:8]([F:9])([F:11])[F:10])=[CH:6][CH:5]=[CH:4][C:3]=1[CH2:12][C:13]1[N:14]=[C:15]2[S:22][C:21]([CH3:23])=[C:20]([C:24]3[NH:39][N:30]=[CH:32][N:26]=3)[N:16]2[C:17](=[O:19])[CH:18]=1. The yield is 0.250. (5) The reactants are [CH3:1][N:2]1[C:7](=[O:8])[CH:6]=[C:5]([C:9]2[CH:14]=[CH:13][N:12]=[CH:11][N:10]=2)[N:4]=[C:3]1[O:15][CH:16]1[CH2:21][CH2:20][NH:19][CH2:18][CH2:17]1.[CH3:22][N:23]([CH2:25][C:26]1[CH:34]=[CH:33][C:29]([C:30](O)=[O:31])=[CH:28][CH:27]=1)[CH3:24].Cl.CN(C)CCCN=C=NCC.O.ON1C2C=CC=CC=2N=N1.C(N(CC)C(C)C)(C)C. The catalyst is CN(C)C=O. The product is [CH3:24][N:23]([CH2:25][C:26]1[CH:27]=[CH:28][C:29]([C:30]([N:19]2[CH2:20][CH2:21][CH:16]([O:15][C:3]3[N:2]([CH3:1])[C:7](=[O:8])[CH:6]=[C:5]([C:9]4[CH:14]=[CH:13][N:12]=[CH:11][N:10]=4)[N:4]=3)[CH2:17][CH2:18]2)=[O:31])=[CH:33][CH:34]=1)[CH3:22]. The yield is 0.150. (6) The reactants are [CH2:1]([OH:8])[C:2]1[CH:7]=[CH:6][CH:5]=[CH:4][CH:3]=1.[H-].[Na+].Cl[CH2:12][C:13](=[O:20])[CH2:14][C:15]([O:17][CH2:18][CH3:19])=[O:16].Cl. The catalyst is C(OCC)C.O. The product is [CH2:1]([O:8][CH2:12][C:13](=[O:20])[CH2:14][C:15]([O:17][CH2:18][CH3:19])=[O:16])[C:2]1[CH:7]=[CH:6][CH:5]=[CH:4][CH:3]=1. The yield is 1.00. (7) The reactants are [S:1]1[CH:5]=[N:4][N:3]=[C:2]1[NH2:6].Cl[C:8]([O:10][C:11]1[CH:16]=[CH:15][CH:14]=[CH:13][CH:12]=1)=[O:9].O. The catalyst is CN(C)C(=O)C. The product is [S:1]1[CH:5]=[N:4][N:3]=[C:2]1[NH:6][C:8](=[O:9])[O:10][C:11]1[CH:16]=[CH:15][CH:14]=[CH:13][CH:12]=1. The yield is 0.760.